This data is from Peptide-MHC class II binding affinity with 134,281 pairs from IEDB. The task is: Regression. Given a peptide amino acid sequence and an MHC pseudo amino acid sequence, predict their binding affinity value. This is MHC class II binding data. (1) The peptide sequence is TFWMGSHEVNGTWMI. The MHC is DRB4_0103 with pseudo-sequence DRB4_0103. The binding affinity (normalized) is 0. (2) The peptide sequence is NHFFNHHKVMLLGHS. The MHC is HLA-DPA10103-DPB10301 with pseudo-sequence HLA-DPA10103-DPB10301. The binding affinity (normalized) is 0.706. (3) The MHC is DRB3_0202 with pseudo-sequence DRB3_0202. The binding affinity (normalized) is 0.770. The peptide sequence is TSWFYDNDNPYRTWH. (4) The peptide sequence is GELEFEEFVSLASRF. The MHC is HLA-DQA10301-DQB10302 with pseudo-sequence HLA-DQA10301-DQB10302. The binding affinity (normalized) is 0.203.